Dataset: Full USPTO retrosynthesis dataset with 1.9M reactions from patents (1976-2016). Task: Predict the reactants needed to synthesize the given product. (1) Given the product [C:20]([C:9]1[CH:8]=[C:7]([NH:6][C:5]([NH:58][C@@H:51]2[C:52]3[C:57](=[CH:56][CH:55]=[CH:54][CH:53]=3)[C@H:48]([O:47][C:44]3[CH:45]=[CH:46][C:41]4[N:42]([C:38]([N:34]5[CH2:35][CH2:36][CH2:37][C@H:33]5[CH2:32][O:31][Si:30]([CH:27]([CH3:29])[CH3:28])([CH:62]([CH3:64])[CH3:63])[CH:59]([CH3:61])[CH3:60])=[N:39][N:40]=4)[CH:43]=3)[CH2:49][CH2:50]2)=[O:24])[N:11]([C:12]2[CH:13]=[N:14][N:15]([CH2:17][CH2:18][OH:19])[CH:16]=2)[N:10]=1)([CH3:21])([CH3:22])[CH3:23], predict the reactants needed to synthesize it. The reactants are: ClC(Cl)(Cl)CO[C:5](=[O:24])[NH:6][C:7]1[N:11]([C:12]2[CH:13]=[N:14][N:15]([CH2:17][CH2:18][OH:19])[CH:16]=2)[N:10]=[C:9]([C:20]([CH3:23])([CH3:22])[CH3:21])[CH:8]=1.[CH:27]([Si:30]([CH:62]([CH3:64])[CH3:63])([CH:59]([CH3:61])[CH3:60])[O:31][CH2:32][C@@H:33]1[CH2:37][CH2:36][CH2:35][N:34]1[C:38]1[N:42]2[CH:43]=[C:44]([O:47][C@H:48]3[C:57]4[C:52](=[CH:53][CH:54]=[CH:55][CH:56]=4)[C@@H:51]([NH2:58])[CH2:50][CH2:49]3)[CH:45]=[CH:46][C:41]2=[N:40][N:39]=1)([CH3:29])[CH3:28]. (2) The reactants are: [CH2:1]([O:3][C:4]([C:6]1[NH:7][CH:8]=[C:9]2[CH:18]([C:19]3[O:20][C:21]([S:24][C:25]4[NH:29][C:28]5[CH:30]=[C:31]([CH3:35])[C:32]([Cl:34])=[CH:33][C:27]=5[N:26]=4)=[CH:22][CH:23]=3)[C:17]3[C:16](=[O:36])[CH2:15][N:14](OC(C)(C)C)[CH2:13][C:12]=3[NH:11][C:10]=12)=[O:5])[CH3:2].Cl. Given the product [ClH:34].[CH2:1]([O:3][C:4]([C:6]1[NH:7][CH:8]=[C:9]2[CH:18]([C:19]3[O:20][C:21]([S:24][C:25]4[NH:29][C:28]5[CH:30]=[C:31]([CH3:35])[C:32]([Cl:34])=[CH:33][C:27]=5[N:26]=4)=[CH:22][CH:23]=3)[C:17]3[C:16](=[O:36])[CH2:15][NH:14][CH2:13][C:12]=3[NH:11][C:10]=12)=[O:5])[CH3:2], predict the reactants needed to synthesize it. (3) Given the product [CH2:1]([O:8][CH2:13][C:12]1[CH:11]=[CH:4][CH:3]=[CH:2][CH:1]=1)[C:2]1[CH:7]=[CH:6][CH:5]=[CH:4][CH:3]=1, predict the reactants needed to synthesize it. The reactants are: [CH2:1]([OH:8])[C:2]1[CH:7]=[CH:6][CH:5]=[CH:4][CH:3]=1.[OH-].[K+].[CH2:11]1O[CH:12]1[CH3:13].S(=O)(=O)(O)O.